Dataset: Peptide-MHC class I binding affinity with 185,985 pairs from IEDB/IMGT. Task: Regression. Given a peptide amino acid sequence and an MHC pseudo amino acid sequence, predict their binding affinity value. This is MHC class I binding data. (1) The binding affinity (normalized) is 0.296. The peptide sequence is KGAVDLSHFL. The MHC is HLA-B57:01 with pseudo-sequence HLA-B57:01. (2) The peptide sequence is HAEMQNPVY. The MHC is HLA-A30:02 with pseudo-sequence HLA-A30:02. The binding affinity (normalized) is 0.213. (3) The peptide sequence is PVFSSPPSY. The MHC is Mamu-A2201 with pseudo-sequence Mamu-A2201. The binding affinity (normalized) is 0.0117.